Dataset: Forward reaction prediction with 1.9M reactions from USPTO patents (1976-2016). Task: Predict the product of the given reaction. (1) Given the reactants [CH:1]1([C:5]2[C:9]3[CH2:10][N:11](C(OCC4C=CC=CC=4)=O)[CH:12]([CH3:14])[CH2:13][C:8]=3[NH:7][N:6]=2)[CH2:4][CH2:3][CH2:2]1, predict the reaction product. The product is: [CH:1]1([C:5]2[C:9]3[CH2:10][NH:11][CH:12]([CH3:14])[CH2:13][C:8]=3[NH:7][N:6]=2)[CH2:4][CH2:3][CH2:2]1. (2) Given the reactants CON(C)[C:4]([C:6]1[N:7]=[CH:8][N:9]([C:11]2[CH:12]=[C:13]([C:17]3[CH:22]=[CH:21][CH:20]=[CH:19][C:18]=3[O:23][CH3:24])[CH:14]=[CH:15][CH:16]=2)[CH:10]=1)=[O:5].Br[C:27]1[CH:28]=[C:29]([O:33][CH3:34])[CH:30]=[CH:31][CH:32]=1, predict the reaction product. The product is: [CH3:34][O:33][C:29]1[CH:28]=[C:27]([C:4]([C:6]2[N:7]=[CH:8][N:9]([C:11]3[CH:12]=[C:13]([C:17]4[CH:22]=[CH:21][CH:20]=[CH:19][C:18]=4[O:23][CH3:24])[CH:14]=[CH:15][CH:16]=3)[CH:10]=2)=[O:5])[CH:32]=[CH:31][CH:30]=1. (3) Given the reactants CN(C)CCN(C)C.[Li]CCCC.[CH3:14][C:15]1[CH:20]=[CH:19][C:18]([SH:21])=[CH:17][CH:16]=1.CN([CH:25]=[O:26])C, predict the reaction product. The product is: [CH3:14][C:15]1[CH:16]=[CH:17][C:18]([SH:21])=[C:19]([CH:20]=1)[CH:25]=[O:26]. (4) The product is: [C:15]([N:18]1[CH2:23][C:22](=[O:24])[NH:21][C:20](=[CH:6][C:5]2[CH:8]=[CH:9][C:10]([C:11]([F:14])([F:13])[F:12])=[C:3]([O:2][CH3:1])[CH:4]=2)[C:19]1=[O:28])(=[O:17])[CH3:16]. Given the reactants [CH3:1][O:2][C:3]1[CH:4]=[C:5]([CH:8]=[CH:9][C:10]=1[C:11]([F:14])([F:13])[F:12])[CH:6]=O.[C:15]([N:18]1[CH2:23][C:22](=[O:24])[N:21](C(=O)C)[CH2:20][C:19]1=[O:28])(=[O:17])[CH3:16].CC(C)([O-])C.[K+].O, predict the reaction product. (5) Given the reactants Br[C:2]1[CH:7]=[CH:6][C:5]([F:8])=[CH:4][N:3]=1.[CH2:9]([NH2:11])[CH3:10], predict the reaction product. The product is: [CH2:9]([NH:11][C:2]1[CH:7]=[CH:6][C:5]([F:8])=[CH:4][N:3]=1)[CH3:10]. (6) Given the reactants [N:1]1[C:9]2[CH:8]=[CH:7][N:6]=[CH:5][C:4]=2[NH:3][C:2]=1[C:10]1[C:18]2[N:17]3[CH:19]=[CH:20][CH:21]=[C:16]3[CH:15]([NH2:22])[C:14]=2[CH:13]=[CH:12][CH:11]=1.[Cl:23][C:24]1[CH:25]=[C:26]([C:33](O)=[O:34])[C:27]2[CH:32]=[CH:31][NH:30][C:28]=2[N:29]=1.Cl.CN(C)CCCN=C=NCC.ON1C2C=CC=CC=2N=N1, predict the reaction product. The product is: [N:1]1[C:9]2[CH:8]=[CH:7][N:6]=[CH:5][C:4]=2[NH:3][C:2]=1[C:10]1[C:18]2[N:17]3[CH:19]=[CH:20][CH:21]=[C:16]3[CH:15]([NH:22][C:33]([C:26]3[C:27]4[CH:32]=[CH:31][NH:30][C:28]=4[N:29]=[C:24]([Cl:23])[CH:25]=3)=[O:34])[C:14]=2[CH:13]=[CH:12][CH:11]=1. (7) The product is: [CH:2]1([CH2:1][Si:14]([CH3:16])([CH3:15])[CH3:8])[CH2:7][CH2:6][CH2:5][CH2:4][CH2:3]1. Given the reactants [CH2:1]=[C:2]1[CH2:7][CH2:6][CH2:5][CH2:4][CH2:3]1.[CH:8]1([Si:14](C)([CH3:16])[CH3:15])C=CCC=C1, predict the reaction product.